Dataset: Full USPTO retrosynthesis dataset with 1.9M reactions from patents (1976-2016). Task: Predict the reactants needed to synthesize the given product. (1) Given the product [Cl:1][C:2]1[C:7]([CH:8]([CH2:10][CH2:11][N:40]2[CH2:43][CH:42]([OH:44])[CH2:41]2)[CH3:9])=[CH:6][C:5]([C:13]#[N:14])=[CH:4][C:3]=1[NH:15][C:16]1[N:21]=[C:20]([NH:22][CH:32]2[CH2:33][CH2:34]2)[C:19]2=[N:35][CH:36]=[C:37]([C:38]#[N:39])[N:18]2[N:17]=1, predict the reactants needed to synthesize it. The reactants are: [Cl:1][C:2]1[C:7]([CH:8]([CH2:10][CH:11]=O)[CH3:9])=[CH:6][C:5]([C:13]#[N:14])=[CH:4][C:3]=1[NH:15][C:16]1[N:21]=[C:20]([N:22]([CH:32]2[CH2:34][CH2:33]2)CC2C=CC(OC)=CC=2)[C:19]2=[N:35][CH:36]=[C:37]([C:38]#[N:39])[N:18]2[N:17]=1.[NH:40]1[CH2:43][CH:42]([OH:44])[CH2:41]1.CC(O)=O.C([BH3-])#N.[Na+]. (2) Given the product [Cl:1][C:2]1[CH:7]=[CH:6][CH:5]=[CH:4][C:3]=1[C:8]1[N:9]([C:30]2[CH:31]=[CH:32][C:33]([Cl:36])=[CH:34][CH:35]=2)[C:10]2[C:15]([N:16]=1)=[C:14]([N:17]1[CH2:22][CH2:21][C:20]([NH:23][S:38]([CH3:37])(=[O:40])=[O:39])([C:24]3[CH:29]=[CH:28][CH:27]=[CH:26][CH:25]=3)[CH2:19][CH2:18]1)[N:13]=[CH:12][N:11]=2, predict the reactants needed to synthesize it. The reactants are: [Cl:1][C:2]1[CH:7]=[CH:6][CH:5]=[CH:4][C:3]=1[C:8]1[N:9]([C:30]2[CH:35]=[CH:34][C:33]([Cl:36])=[CH:32][CH:31]=2)[C:10]2[C:15]([N:16]=1)=[C:14]([N:17]1[CH2:22][CH2:21][C:20]([C:24]3[CH:29]=[CH:28][CH:27]=[CH:26][CH:25]=3)([NH2:23])[CH2:19][CH2:18]1)[N:13]=[CH:12][N:11]=2.[CH3:37][S:38](Cl)(=[O:40])=[O:39].C(N(CC)CC)C. (3) Given the product [OH:36][NH:35][C:33]([N:3]1[CH2:4][CH:5]2[CH:8]([N:9]([CH2:10][C:11]3[C:16]([CH3:17])=[CH:15][CH:14]=[CH:13][N:12]=3)[CH2:18][C:19]3[C:24]([CH3:25])=[CH:23][CH:22]=[CH:21][N:20]=3)[CH:1]([CH2:7][CH2:6]2)[CH2:2]1)=[O:32], predict the reactants needed to synthesize it. The reactants are: [CH:1]12[CH:8]([N:9]([CH2:18][C:19]3[C:24]([CH3:25])=[CH:23][CH:22]=[CH:21][N:20]=3)[CH2:10][C:11]3[C:16]([CH3:17])=[CH:15][CH:14]=[CH:13][N:12]=3)[CH:5]([CH2:6][CH2:7]1)[CH2:4][NH:3][CH2:2]2.C1([O:32][C:33]([NH:35][OH:36])=O)C=CC=CC=1.O. (4) Given the product [C:39]([O:38][C@@H:32]([C:23]1[C:22]([CH3:43])=[CH:21][C:19]2[N:20]=[C:16]([C:14]3[CH:13]=[CH:12][N:11]=[C:10]([C:6]4[CH:5]=[C:4]5[C:9](=[CH:8][CH:7]=4)[N:1]([CH:44]4[CH2:46][CH2:45]4)[N:2]=[CH:3]5)[CH:15]=3)[S:17][C:18]=2[C:24]=1[C:25]1[CH:26]=[CH:27][C:28]([Cl:31])=[CH:29][CH:30]=1)[C:33]([O:35][CH2:36][CH3:37])=[O:34])([CH3:42])([CH3:41])[CH3:40], predict the reactants needed to synthesize it. The reactants are: [NH:1]1[C:9]2[C:4](=[CH:5][C:6]([C:10]3[CH:15]=[C:14]([C:16]4[S:17][C:18]5[C:24]([C:25]6[CH:30]=[CH:29][C:28]([Cl:31])=[CH:27][CH:26]=6)=[C:23]([C@H:32]([O:38][C:39]([CH3:42])([CH3:41])[CH3:40])[C:33]([O:35][CH2:36][CH3:37])=[O:34])[C:22]([CH3:43])=[CH:21][C:19]=5[N:20]=4)[CH:13]=[CH:12][N:11]=3)=[CH:7][CH:8]=2)[CH:3]=[N:2]1.[CH:44]1(B(O)O)[CH2:46][CH2:45]1.C([O-])([O-])=O.[Na+].[Na+]. (5) Given the product [Cl:40][C:26]1[S:25][C:24]([C@H:6]2[C@H:5]([OH:4])[C@@H:10]([OH:11])[C@H:9]([OH:15])[C@@H:8]([CH2:19][OH:20])[O:7]2)=[CH:28][C:27]=1[CH2:29][C:30]1[CH:35]=[CH:34][C:33]([OH:36])=[CH:32][CH:31]=1, predict the reactants needed to synthesize it. The reactants are: C([O:4][C@@H:5]1[C@@H:10]([O:11]C(=O)C)[C@H:9]([O:15]C(=O)C)[C@@H:8]([CH2:19][O:20]C(=O)C)[O:7][C@H:6]1[C:24]1[S:25][C:26]([Cl:40])=[C:27]([CH2:29][C:30]2[CH:35]=[CH:34][C:33]([O:36]C(=O)C)=[CH:32][CH:31]=2)[CH:28]=1)(=O)C.C[O-].[Na+].CC(O)=O. (6) The reactants are: [F:1][C:2]1[CH:7]=[CH:6][C:5]([C:8]([C:10]2[N:19]=[C:18]([NH:20][C:21]3[CH:25]=[C:24]([CH3:26])[NH:23][N:22]=3)[C:17]3[C:12](=[CH:13][CH:14]=[CH:15][CH:16]=3)[N:11]=2)=[O:9])=[CH:4][CH:3]=1.[CH2:27](O)[CH2:28][OH:29].O.C1(C)C=CC(S(O)(=O)=O)=CC=1. Given the product [F:1][C:2]1[CH:7]=[CH:6][C:5]([C:8]2([C:10]3[N:19]=[C:18]([NH:20][C:21]4[CH:25]=[C:24]([CH3:26])[NH:23][N:22]=4)[C:17]4[C:12](=[CH:13][CH:14]=[CH:15][CH:16]=4)[N:11]=3)[O:29][CH2:28][CH2:27][O:9]2)=[CH:4][CH:3]=1, predict the reactants needed to synthesize it. (7) Given the product [OH:34][CH2:20][CH2:19][CH2:18][CH:17]([C:21]1[CH:22]=[CH:23][C:24]([C:25]#[N:26])=[CH:27][CH:28]=1)[O:16][C:15]1[CH:29]=[CH:30][C:12]([O:11][CH:6]2[CH2:7][CH2:8][CH2:9][CH2:10][O:5]2)=[CH:13][CH:14]=1, predict the reactants needed to synthesize it. The reactants are: B.CSC.[O:5]1[CH2:10][CH2:9][CH2:8][CH2:7][CH:6]1[O:11][C:12]1[CH:30]=[CH:29][C:15]([O:16][CH:17]([C:21]2[CH:28]=[CH:27][C:24]([C:25]#[N:26])=[CH:23][CH:22]=2)[CH2:18][CH:19]=[CH2:20])=[CH:14][CH:13]=1.O.CC[O:34]CC. (8) The reactants are: [CH2:1]([N:5]1[CH2:10][CH2:9][NH:8][CH2:7][CH2:6]1)[CH2:2][CH2:3][CH3:4].Br[CH2:12][CH2:13][CH2:14][C:15]#[N:16].C(=O)([O-])[O-].[K+].[K+].O. Given the product [CH2:1]([N:5]1[CH2:10][CH2:9][N:8]([CH2:12][CH2:13][CH2:14][C:15]#[N:16])[CH2:7][CH2:6]1)[CH2:2][CH2:3][CH3:4], predict the reactants needed to synthesize it. (9) Given the product [Cl:1][C:2]1[CH:7]=[CH:6][C:5]([C@H:8]2[N:15]3[C:11]([S:12][C:13]([C:19]([N:21]4[CH2:28][CH2:27][CH2:26][C@H:22]4[C:23]([N:43]4[CH2:44][CH2:45][N:40]([CH2:39][CH2:38][OH:37])[CH2:41][CH2:42]4)=[O:24])=[O:20])=[C:14]3[CH:16]([CH3:18])[CH3:17])=[N:10][C@:9]2([C:30]2[CH:31]=[CH:32][C:33]([Cl:36])=[CH:34][CH:35]=2)[CH3:29])=[CH:4][CH:3]=1, predict the reactants needed to synthesize it. The reactants are: [Cl:1][C:2]1[CH:7]=[CH:6][C:5]([C@H:8]2[N:15]3[C:11]([S:12][C:13]([C:19]([N:21]4[CH2:28][CH2:27][CH2:26][C@H:22]4[C:23](O)=[O:24])=[O:20])=[C:14]3[CH:16]([CH3:18])[CH3:17])=[N:10][C@:9]2([C:30]2[CH:35]=[CH:34][C:33]([Cl:36])=[CH:32][CH:31]=2)[CH3:29])=[CH:4][CH:3]=1.[OH:37][CH2:38][CH2:39][N:40]1[CH2:45][CH2:44][NH:43][CH2:42][CH2:41]1.